From a dataset of Reaction yield outcomes from USPTO patents with 853,638 reactions. Predict the reaction yield, written as a fraction of the theoretical maximum amount of product (1.0 means a 100% yield; for example, 0.34 means a 34% yield). (1) The reactants are [N:1]([CH:4]([CH3:28])[CH2:5][O:6][C:7]1[C:8]([CH3:27])=[C:9]2[N:14]([CH:15]=1)[N:13]=[CH:12][N:11]=[C:10]2[O:16][C:17]1[C:18]([F:26])=[C:19]2[CH:25]=[CH:24][NH:23][C:20]2=[N:21][CH:22]=1)=[N+]=[N-].[H][H]. The catalyst is C(OCC)(=O)C.[Pd]. The product is [F:26][C:18]1[C:17]([O:16][C:10]2[C:9]3=[C:8]([CH3:27])[C:7]([O:6][CH2:5][C@H:4]([NH2:1])[CH3:28])=[CH:15][N:14]3[N:13]=[CH:12][N:11]=2)=[CH:22][N:21]=[C:20]2[NH:23][CH:24]=[CH:25][C:19]=12. The yield is 0.540. (2) The reactants are O.[NH2:2][NH2:3].[F:4][C:5]([F:17])([F:16])[O:6][C:7]1[CH:15]=[CH:14][C:10]([C:11](Cl)=[O:12])=[CH:9][CH:8]=1. The catalyst is C1COCC1.CCOCC. The product is [F:4][C:5]([F:17])([F:16])[O:6][C:7]1[CH:15]=[CH:14][C:10]([C:11]([NH:2][NH2:3])=[O:12])=[CH:9][CH:8]=1. The yield is 0.860. (3) The reactants are [Cl:1][C:2]1[N:10]=[CH:9][CH:8]=[CH:7][C:3]=1[C:4](O)=[O:5].S(Cl)(Cl)=O.[BH4-].[Na+].[Na+].[Cl-]. The yield is 0.900. The catalyst is O. The product is [Cl:1][C:2]1[C:3]([CH2:4][OH:5])=[CH:7][CH:8]=[CH:9][N:10]=1. (4) The reactants are C([N:4]1[C:12]2[C:7](=[CH:8][CH:9]=[C:10]([NH:13][C:14]([C:16]3[C:25](=[O:26])[C:24]4[C:19](=[CH:20][CH:21]=[CH:22][CH:23]=4)[NH:18][CH:17]=3)=[O:15])[CH:11]=2)[CH2:6][CH2:5]1)(=O)C.[OH-].[Na+]. The catalyst is C(O)C. The product is [NH:4]1[C:12]2[C:7](=[CH:8][CH:9]=[C:10]([NH:13][C:14]([C:16]3[C:25](=[O:26])[C:24]4[C:19](=[CH:20][CH:21]=[CH:22][CH:23]=4)[NH:18][CH:17]=3)=[O:15])[CH:11]=2)[CH2:6][CH2:5]1. The yield is 0.200. (5) The reactants are Cl[C:2]1[CH:7]=[C:6]([C:8]([NH:10][C:11]2[S:12][C:13]([N:21]3[CH2:26][CH2:25][O:24][CH2:23][CH2:22]3)=[C:14]([C:16]3[O:17][CH:18]=[CH:19][CH:20]=3)[N:15]=2)=[O:9])[CH:5]=[CH:4][N:3]=1.[CH3:27][N:28]1[CH2:33][CH2:32][NH:31][CH2:30][CH2:29]1.O. The catalyst is CN1C(=O)CCC1. The product is [O:17]1[CH:18]=[CH:19][CH:20]=[C:16]1[C:14]1[N:15]=[C:11]([NH:10][C:8]([C:6]2[CH:5]=[CH:4][N:3]=[C:2]([N:31]3[CH2:32][CH2:33][N:28]([CH3:27])[CH2:29][CH2:30]3)[CH:7]=2)=[O:9])[S:12][C:13]=1[N:21]1[CH2:26][CH2:25][O:24][CH2:23][CH2:22]1. The yield is 0.0500. (6) The reactants are [OH-].[K+].[Br:3][C:4]1[CH:5]=[CH:6][C:7]2[NH:8][C:9]3[C:14]([C:15]=2[CH:16]=1)=[CH:13][C:12]([Br:17])=[CH:11][CH:10]=3.Br[CH2:19][CH2:20][CH:21]1[O:23][CH2:22]1. The catalyst is CN(C=O)C.CCOC(C)=O. The product is [Br:17][C:12]1[CH:11]=[CH:10][C:9]2[N:8]([CH2:19][CH2:20][CH:21]3[CH2:22][O:23]3)[C:7]3[C:15]([C:14]=2[CH:13]=1)=[CH:16][C:4]([Br:3])=[CH:5][CH:6]=3. The yield is 0.979.